From a dataset of Reaction yield outcomes from USPTO patents with 853,638 reactions. Predict the reaction yield, written as a fraction of the theoretical maximum amount of product (1.0 means a 100% yield; for example, 0.34 means a 34% yield). (1) The reactants are [CH2:1]=[C:2]([C:4]1[CH:5]=[C:6]([C:10]([NH:13][C:14](=[O:24])[O:15][CH:16]2[CH:21]3[CH2:22][CH2:23][N:18]([CH2:19][CH2:20]3)[CH2:17]2)([CH3:12])[CH3:11])[CH:7]=[CH:8][CH:9]=1)[CH3:3]. The catalyst is [OH-].[Pd+2].[OH-]. The product is [CH3:3][CH:2]([C:4]1[CH:5]=[C:6]([C:10]([NH:13][C:14](=[O:24])[O:15][CH:16]2[CH:21]3[CH2:20][CH2:19][N:18]([CH2:23][CH2:22]3)[CH2:17]2)([CH3:11])[CH3:12])[CH:7]=[CH:8][CH:9]=1)[CH3:1]. The yield is 0.330. (2) The reactants are CC(C1C=C(CC(N2CCN(C3C=CC([N+]([O-])=O)=CC=3)CC2)=O)C=C(C(C)(C)C)C=1O)(C)C.[CH3:34][C:35]([C:38]1[CH:43]=[C:42]([C:44]([N:46]2[CH2:51][CH2:50][N:49]([C:52]3[CH:57]=[CH:56][C:55]([N+:58]([O-])=O)=[CH:54][CH:53]=3)[CH2:48][CH2:47]2)=O)[CH:41]=[C:40]([C:61]([CH3:64])([CH3:63])[CH3:62])[C:39]=1[OH:65])([CH3:37])[CH3:36]. No catalyst specified. The product is [CH3:37][C:35]([C:38]1[CH:43]=[C:42]([CH2:44][N:46]2[CH2:47][CH2:48][N:49]([C:52]3[CH:53]=[CH:54][C:55]([NH2:58])=[CH:56][CH:57]=3)[CH2:50][CH2:51]2)[CH:41]=[C:40]([C:61]([CH3:64])([CH3:63])[CH3:62])[C:39]=1[OH:65])([CH3:34])[CH3:36]. The yield is 0.750. (3) The reactants are [C:1]([NH:4][C:5]1[C:14]([Br:15])=[CH:13][C:8]([C:9](OC)=[O:10])=[C:7]([O:16][CH3:17])[CH:6]=1)(=[O:3])[CH3:2].CC(C[AlH]CC(C)C)C.C1(C)C=CC=CC=1. The catalyst is C1COCC1. The product is [Br:15][C:14]1[CH:13]=[C:8]([CH2:9][OH:10])[C:7]([O:16][CH3:17])=[CH:6][C:5]=1[NH:4][C:1](=[O:3])[CH3:2]. The yield is 0.630. (4) The yield is 0.560. The reactants are C([O:3][C:4](=[O:25])[CH2:5][CH2:6][C:7]1[CH:12]=[CH:11][C:10]([O:13][CH2:14][CH:15]([CH3:22])[CH2:16][O:17]S(C)(=O)=O)=[CH:9][C:8]=1[CH2:23][CH3:24])C.[Cl:26][C:27]1[CH:32]=[CH:31][C:30](O)=[C:29]([O:34][C:35]2[CH:40]=[CH:39][CH:38]=[CH:37][CH:36]=2)[CH:28]=1. The product is [Cl:26][C:27]1[CH:32]=[CH:31][C:30]([O:17][CH2:16][CH:15]([CH3:22])[CH2:14][O:13][C:10]2[CH:11]=[CH:12][C:7]([CH2:6][CH2:5][C:4]([OH:3])=[O:25])=[C:8]([CH2:23][CH3:24])[CH:9]=2)=[C:29]([O:34][C:35]2[CH:36]=[CH:37][CH:38]=[CH:39][CH:40]=2)[CH:28]=1. No catalyst specified.